This data is from Full USPTO retrosynthesis dataset with 1.9M reactions from patents (1976-2016). The task is: Predict the reactants needed to synthesize the given product. (1) Given the product [CH3:1][C:2]1[C:6]([CH2:7][N:8]2[CH:12]=[C:11]([N:13]3[C:17](=[O:18])[CH2:16][N:15]([CH2:22][C:23]4[CH:30]=[CH:29][CH:28]=[CH:27][C:24]=4[C:25]#[N:26])[C:14]3=[O:19])[CH:10]=[N:9]2)=[C:5]([CH3:20])[O:4][N:3]=1, predict the reactants needed to synthesize it. The reactants are: [CH3:1][C:2]1[C:6]([CH2:7][N:8]2[CH:12]=[C:11]([N:13]3[C:17](=[O:18])[CH2:16][NH:15][C:14]3=[O:19])[CH:10]=[N:9]2)=[C:5]([CH3:20])[O:4][N:3]=1.Br[CH2:22][C:23]1[CH:30]=[CH:29][CH:28]=[CH:27][C:24]=1[C:25]#[N:26]. (2) The reactants are: C([Li])CCC.[Br-].[N:7]1[N:11]2[C:12]3[C:17]([CH2:18][CH2:19][C:10]2=[CH:9][C:8]=1[CH2:20][P+](C1C=CC=CC=1)(C1C=CC=CC=1)C1C=CC=CC=1)=[CH:16][CH:15]=[CH:14][CH:13]=3.[N:40]1[N:44]2[C:45]3[C:50]([CH2:51][CH2:52][C:43]2=[CH:42][C:41]=1[CH:53]=O)=[CH:49][CH:48]=[CH:47][CH:46]=3.O. Given the product [N:40]1[N:44]2[C:45]3[C:50]([CH2:51][CH2:52][C:43]2=[CH:42][C:41]=1[CH2:53][CH2:20][C:8]1[CH:9]=[C:10]2[CH2:19][CH2:18][C:17]4[C:12]([N:11]2[N:7]=1)=[CH:13][CH:14]=[CH:15][CH:16]=4)=[CH:49][CH:48]=[CH:47][CH:46]=3, predict the reactants needed to synthesize it. (3) Given the product [C:15]([NH:19][C:10](=[O:12])[C:9]1[CH:13]=[CH:14][C:6]([Cl:5])=[N:7][CH:8]=1)([CH3:18])([CH3:17])[CH3:16], predict the reactants needed to synthesize it. The reactants are: S(Cl)(Cl)=O.[Cl:5][C:6]1[CH:14]=[CH:13][C:9]([C:10]([OH:12])=O)=[CH:8][N:7]=1.[C:15]([NH2:19])([CH3:18])([CH3:17])[CH3:16].[OH-].[Na+]. (4) Given the product [CH3:22][C:23]1([CH2:27][NH:28][C:19]([C:16]2[CH:15]=[C:14]([CH2:13][O:12][CH2:11][C:2]3[CH:3]=[CH:4][C:5]4[C:10](=[CH:9][CH:8]=[CH:7][CH:6]=4)[CH:1]=3)[O:18][N:17]=2)=[O:21])[CH2:26][O:25][CH2:24]1, predict the reactants needed to synthesize it. The reactants are: [CH:1]1[C:10]2[C:5](=[CH:6][CH:7]=[CH:8][CH:9]=2)[CH:4]=[CH:3][C:2]=1[CH2:11][O:12][CH2:13][C:14]1[O:18][N:17]=[C:16]([C:19]([OH:21])=O)[CH:15]=1.[CH3:22][C:23]1([CH2:27][NH2:28])[CH2:26][O:25][CH2:24]1.ON1C2C=CC=CC=2N=N1.Cl.C(N=C=NCCCN(C)C)C.Cl.